Dataset: NCI-60 drug combinations with 297,098 pairs across 59 cell lines. Task: Regression. Given two drug SMILES strings and cell line genomic features, predict the synergy score measuring deviation from expected non-interaction effect. (1) Drug 1: CCC1(C2=C(COC1=O)C(=O)N3CC4=CC5=C(C=CC(=C5CN(C)C)O)N=C4C3=C2)O.Cl. Drug 2: COCCOC1=C(C=C2C(=C1)C(=NC=N2)NC3=CC=CC(=C3)C#C)OCCOC.Cl. Cell line: DU-145. Synergy scores: CSS=64.3, Synergy_ZIP=-0.693, Synergy_Bliss=1.67, Synergy_Loewe=-28.0, Synergy_HSA=4.68. (2) Drug 1: C1CN1P(=S)(N2CC2)N3CC3. Drug 2: CC1C(C(CC(O1)OC2CC(CC3=C2C(=C4C(=C3O)C(=O)C5=C(C4=O)C(=CC=C5)OC)O)(C(=O)CO)O)N)O.Cl. Cell line: K-562. Synergy scores: CSS=34.3, Synergy_ZIP=-4.06, Synergy_Bliss=-1.11, Synergy_Loewe=-9.43, Synergy_HSA=-0.226. (3) Drug 1: CCCCCOC(=O)NC1=NC(=O)N(C=C1F)C2C(C(C(O2)C)O)O. Drug 2: CC1=C(C(=O)C2=C(C1=O)N3CC4C(C3(C2COC(=O)N)OC)N4)N. Cell line: MOLT-4. Synergy scores: CSS=34.1, Synergy_ZIP=-0.538, Synergy_Bliss=-1.82, Synergy_Loewe=-60.7, Synergy_HSA=-3.16. (4) Drug 1: CC1=C(N=C(N=C1N)C(CC(=O)N)NCC(C(=O)N)N)C(=O)NC(C(C2=CN=CN2)OC3C(C(C(C(O3)CO)O)O)OC4C(C(C(C(O4)CO)O)OC(=O)N)O)C(=O)NC(C)C(C(C)C(=O)NC(C(C)O)C(=O)NCCC5=NC(=CS5)C6=NC(=CS6)C(=O)NCCC[S+](C)C)O. Drug 2: C(CC(=O)O)C(=O)CN.Cl. Cell line: NCI/ADR-RES. Synergy scores: CSS=48.5, Synergy_ZIP=0.0990, Synergy_Bliss=-0.0484, Synergy_Loewe=-55.6, Synergy_HSA=-0.0302.